This data is from Forward reaction prediction with 1.9M reactions from USPTO patents (1976-2016). The task is: Predict the product of the given reaction. Given the reactants Cl[C:2]1[C:11]2=[N:12][N:13](CC3C=CC(OC)=CC=3)[CH:14]=[C:10]2[C:9]2[CH:8]=[C:7]([O:24][CH3:25])[CH:6]=[CH:5][C:4]=2[N:3]=1.[N:26]1[S:27][N:28]=[C:29]2[CH:34]=[C:33]([NH2:35])[CH:32]=[CH:31][C:30]=12.Cl, predict the reaction product. The product is: [N:26]1[S:27][N:28]=[C:29]2[CH:34]=[C:33]([NH:35][C:2]3[C:11]4=[N:12][NH:13][CH:14]=[C:10]4[C:9]4[CH:8]=[C:7]([O:24][CH3:25])[CH:6]=[CH:5][C:4]=4[N:3]=3)[CH:32]=[CH:31][C:30]=12.